From a dataset of Catalyst prediction with 721,799 reactions and 888 catalyst types from USPTO. Predict which catalyst facilitates the given reaction. (1) Reactant: [C:1]([C:3]1[CH:26]=[CH:25][C:6]([CH2:7][O:8][C:9]2[CH:17]=[CH:16][C:15]3[N:14]4[CH2:18][CH2:19][CH:20]([CH2:21][C:22]([OH:24])=[O:23])[C:13]4=[CH:12][C:11]=3[CH:10]=2)=[CH:5][C:4]=1[C:27]([F:30])([F:29])[F:28])#[N:2].[Li+].[OH-:32].Cl. Product: [C:1]([C:3]1[CH:26]=[CH:25][C:6]([CH2:7][O:8][C:9]2[CH:17]=[CH:16][C:15]3[N:14]4[CH2:18][CH2:19][CH:20]([CH2:21][C:22]([OH:24])=[O:23])[C:13]4=[CH:12][C:11]=3[CH:10]=2)=[CH:5][C:4]=1[C:27]([F:29])([F:30])[F:28])(=[O:32])[NH2:2]. The catalyst class is: 12. (2) Reactant: [CH:1]1([C:4]2[C:8](=[O:9])[O:7][CH2:6][C:5]=2[N:10]2[CH2:14][CH2:13][C:12]3([CH2:19][CH2:18][N:17](C(OC(C)(C)C)=O)[CH2:16][CH2:15]3)[C:11]2=[O:27])[CH2:3][CH2:2]1.FC(F)(F)C(O)=O. Product: [CH:1]1([C:4]2[C:8](=[O:9])[O:7][CH2:6][C:5]=2[N:10]2[CH2:14][CH2:13][C:12]3([CH2:19][CH2:18][NH:17][CH2:16][CH2:15]3)[C:11]2=[O:27])[CH2:3][CH2:2]1. The catalyst class is: 2. (3) Reactant: [CH:1]1([CH2:7][C:8]2[N:12]([CH3:13])[C:11]([C:14]([O:16]C)=[O:15])=[CH:10][C:9]=2[C:18]2[CH:23]=[C:22]([C:24]([CH3:27])([CH3:26])[CH3:25])[CH:21]=[C:20]([C:28]([CH3:31])([CH3:30])[CH3:29])[CH:19]=2)[CH2:6][CH2:5][CH2:4][CH2:3][CH2:2]1.[OH-].[Na+].Cl. Product: [CH:1]1([CH2:7][C:8]2[N:12]([CH3:13])[C:11]([C:14]([OH:16])=[O:15])=[CH:10][C:9]=2[C:18]2[CH:23]=[C:22]([C:24]([CH3:26])([CH3:25])[CH3:27])[CH:21]=[C:20]([C:28]([CH3:31])([CH3:30])[CH3:29])[CH:19]=2)[CH2:6][CH2:5][CH2:4][CH2:3][CH2:2]1. The catalyst class is: 5. (4) Reactant: [CH3:1][N:2]([C:15]1[CH:20]=[C:19]([O:21][C:22]2[CH:23]=[C:24]3[C:28](=[CH:29][CH:30]=2)[N:27]([C:31](=[O:34])[NH:32][CH3:33])[CH:26]=[CH:25]3)[CH:18]=[CH:17][N:16]=1)[C:3](=O)[O:4]C1C=CC([N+]([O-])=O)=CC=1.[NH3:35]. The catalyst class is: 9. Product: [CH3:33][NH:32][C:31]([N:27]1[C:28]2[C:24](=[CH:23][C:22]([O:21][C:19]3[CH:18]=[CH:17][N:16]=[C:15]([N:2]([CH3:1])[C:3]([NH2:35])=[O:4])[CH:20]=3)=[CH:30][CH:29]=2)[CH:25]=[CH:26]1)=[O:34]. (5) Reactant: F[C:2]1[CH:7]=[CH:6][C:5]([N+:8]([O-])=O)=[CH:4][C:3]=1[F:11].C([O-])([O-])=O.[K+].[K+].[C:18]1([OH:24])[CH:23]=[CH:22][CH:21]=[CH:20][CH:19]=1.CN1C(=O)CCC1. Product: [F:11][C:3]1[CH:4]=[C:5]([NH2:8])[CH:6]=[CH:7][C:2]=1[O:24][C:18]1[CH:23]=[CH:22][CH:21]=[CH:20][CH:19]=1. The catalyst class is: 13.